From a dataset of Reaction yield outcomes from USPTO patents with 853,638 reactions. Predict the reaction yield, written as a fraction of the theoretical maximum amount of product (1.0 means a 100% yield; for example, 0.34 means a 34% yield). (1) The reactants are [CH3:1][O:2][C:3]1[CH:4]=[C:5]([CH2:9][CH2:10][C:11]2[CH:12]=[C:13]([NH2:16])[NH:14][N:15]=2)[CH:6]=[CH:7][CH:8]=1.[CH3:17][C:18]([O:21][C:22](O[C:22]([O:21][C:18]([CH3:20])([CH3:19])[CH3:17])=[O:23])=[O:23])([CH3:20])[CH3:19]. The catalyst is C(Cl)Cl. The product is [NH2:16][C:13]1[N:14]([C:22]([O:21][C:18]([CH3:20])([CH3:19])[CH3:17])=[O:23])[N:15]=[C:11]([CH2:10][CH2:9][C:5]2[CH:6]=[CH:7][CH:8]=[C:3]([O:2][CH3:1])[CH:4]=2)[CH:12]=1. The yield is 0.860. (2) The reactants are [CH3:1][C:2]1[C:10]2[C:9](=[O:11])[NH:8][C:7]([CH2:12][CH2:13][CH3:14])=[N:6][C:5]=2[O:4][N:3]=1.[CH2:15](Br)[C:16]1[CH:21]=[CH:20][CH:19]=[CH:18][CH:17]=1.C(=O)([O-])[O-].[K+].[K+]. The catalyst is CN(C=O)C.O. The product is [CH2:15]([N:8]1[C:9](=[O:11])[C:10]2[C:2]([CH3:1])=[N:3][O:4][C:5]=2[N:6]=[C:7]1[CH2:12][CH2:13][CH3:14])[C:16]1[CH:21]=[CH:20][CH:19]=[CH:18][CH:17]=1. The yield is 0.680. (3) The reactants are [CH2:1]([N:3]1[C:12]2[CH:11]=[CH:10][C:9](I)=[CH:8][C:7]=2[C:6]2=[N:14][N:15]([CH:18]3[CH2:23][CH2:22][CH2:21][CH2:20][O:19]3)[C:16]([CH3:17])=[C:5]2[C:4]1=[O:24])[CH3:2].C(N(CC)CC)C.[CH2:32]([N:35]1[CH2:39][CH2:38][CH2:37][CH2:36]1)[C:33]#[CH:34]. The catalyst is CN(C=O)C.CCOC(C)=O.O.Cl[Pd](Cl)([P](C1C=CC=CC=1)(C1C=CC=CC=1)C1C=CC=CC=1)[P](C1C=CC=CC=1)(C1C=CC=CC=1)C1C=CC=CC=1.[Cu](I)I. The product is [CH2:1]([N:3]1[C:12]2[CH:11]=[CH:10][C:9]([C:34]#[C:33][CH2:32][N:35]3[CH2:39][CH2:38][CH2:37][CH2:36]3)=[CH:8][C:7]=2[C:6]2=[N:14][N:15]([CH:18]3[CH2:23][CH2:22][CH2:21][CH2:20][O:19]3)[C:16]([CH3:17])=[C:5]2[C:4]1=[O:24])[CH3:2]. The yield is 0.890. (4) The reactants are [Cl:1][C:2]1[CH:7]=[CH:6][C:5](/[CH:8]=[CH:9]/[CH2:10][CH2:11][CH2:12][C:13]#[C:14][CH:15]=[O:16])=[CH:4][CH:3]=1. The catalyst is ClCCCl. The product is [Cl:1][C:2]1[CH:3]=[C:4]2[C:5](=[CH:6][CH:7]=1)[CH:8]=[C:9]1[CH2:10][CH2:11][CH2:12][C:13]1=[C:14]2[CH:15]=[O:16]. The yield is 0.830. (5) The reactants are [F:1][C:2]([F:27])([F:26])[O:3][C:4]1[CH:9]=[CH:8][C:7]([C:10]2[CH:18]=[C:17]3[C:13]([C:14]([C:20](=[O:25])[C:21]([O:23]C)=[O:22])=[CH:15][N:16]3[CH3:19])=[CH:12][CH:11]=2)=[CH:6][CH:5]=1.[OH-].[Na+].O.Cl. The catalyst is CO. The product is [CH3:19][N:16]1[C:17]2[C:13](=[CH:12][CH:11]=[C:10]([C:7]3[CH:6]=[CH:5][C:4]([O:3][C:2]([F:1])([F:26])[F:27])=[CH:9][CH:8]=3)[CH:18]=2)[C:14]([C:20](=[O:25])[C:21]([OH:23])=[O:22])=[CH:15]1. The yield is 0.591. (6) The reactants are [CH3:1][O:2][C:3]1[C:4]([CH3:34])=[C:5]([C:25]([O:32][CH3:33])=[C:26]([O:30][CH3:31])[C:27]=1[O:28][CH3:29])[CH2:6][C:7]1[CH:8]=[CH:9][C:10]([C:17]2[CH:22]=[CH:21][CH:20]=[C:19]([O:23][CH3:24])[CH:18]=2)=[C:11]([CH:16]=1)[C:12]([O:14]C)=[O:13]. The yield is 0.850. The catalyst is [OH-].[Na+].O1CCOCC1.O. The product is [CH3:1][O:2][C:3]1[C:4]([CH3:34])=[C:5]([C:25]([O:32][CH3:33])=[C:26]([O:30][CH3:31])[C:27]=1[O:28][CH3:29])[CH2:6][C:7]1[CH:8]=[CH:9][C:10]([C:17]2[CH:22]=[CH:21][CH:20]=[C:19]([O:23][CH3:24])[CH:18]=2)=[C:11]([CH:16]=1)[C:12]([OH:14])=[O:13]. (7) The reactants are C[N:2](C)[CH:3]=[CH:4][C:5]([C:7]1[C:12](=[O:13])[CH:11]=[CH:10][N:9]([C:14]2[CH:19]=[CH:18][CH:17]=[C:16]([C:20]([F:23])([F:22])[F:21])[CH:15]=2)[N:8]=1)=O.Cl.[Cl:26][C:27]1[CH:32]=[CH:31][C:30]([NH:33]N)=[CH:29][CH:28]=1.CCN(CC)CC. The catalyst is C(O)C. The product is [Cl:26][C:27]1[CH:32]=[CH:31][C:30]([N:33]2[C:5]([C:7]3[C:12](=[O:13])[CH:11]=[CH:10][N:9]([C:14]4[CH:19]=[CH:18][CH:17]=[C:16]([C:20]([F:23])([F:22])[F:21])[CH:15]=4)[N:8]=3)=[CH:4][CH:3]=[N:2]2)=[CH:29][CH:28]=1. The yield is 0.300. (8) The reactants are [NH2:1][C:2]1[N:10]=[C:9]([I:11])[N:8]=[C:7]2[C:3]=1[N:4]=[CH:5][N:6]2[C@H:12]1[C@H:19]2[C@@H:15]([O:16]C(C)(C)[O:18]2)[C@@H:14]([C:22]([OH:24])=[O:23])[O:13]1. The catalyst is C(O)=O. The product is [NH2:1][C:2]1[N:10]=[C:9]([I:11])[N:8]=[C:7]2[C:3]=1[N:4]=[CH:5][N:6]2[C@@H:12]1[O:13][C@H:14]([C:22]([OH:24])=[O:23])[C@@H:15]([OH:16])[C@H:19]1[OH:18]. The yield is 0.850.